Dataset: Catalyst prediction with 721,799 reactions and 888 catalyst types from USPTO. Task: Predict which catalyst facilitates the given reaction. (1) Reactant: IC1C=CN=C(OC)C=1C=O.[CH3:12][O:13][C:14]1[C:23]2[C:18](=[CH:19][CH:20]=[N:21][CH:22]=2)[CH:17]=[CH:16][N:15]=1. Product: [CH3:12][O:13][C:14]1[N:15]=[CH:16][CH:17]=[C:18]2[C:23]=1[CH2:22][NH:21][CH2:20][CH2:19]2. The catalyst class is: 15. (2) Reactant: [CH3:1][O:2][C:3]1[CH:41]=[C:40]([O:42][CH3:43])[CH:39]=[CH:38][C:4]=1[CH2:5][NH:6][C:7]1[C:8]2[CH:15]=[CH:14][N:13]([C@H:16]3[C@@H:20]4[O:21][C:22]([CH3:25])([CH3:24])[O:23][C@@H:19]4[C@@H:18]([CH2:26][N:27]([CH3:37])[CH:28]4[CH2:31][CH:30]([CH2:32][C:33]([O:35]C)=[O:34])[CH2:29]4)[O:17]3)[C:9]=2[N:10]=[CH:11][N:12]=1.[OH-].[Na+].O.Cl. Product: [CH3:1][O:2][C:3]1[CH:41]=[C:40]([O:42][CH3:43])[CH:39]=[CH:38][C:4]=1[CH2:5][NH:6][C:7]1[C:8]2[CH:15]=[CH:14][N:13]([C@H:16]3[C@@H:20]4[O:21][C:22]([CH3:24])([CH3:25])[O:23][C@@H:19]4[C@@H:18]([CH2:26][N:27]([CH3:37])[CH:28]4[CH2:29][CH:30]([CH2:32][C:33]([OH:35])=[O:34])[CH2:31]4)[O:17]3)[C:9]=2[N:10]=[CH:11][N:12]=1. The catalyst class is: 5. (3) The catalyst class is: 1. Reactant: [C:1]([C:5]1[O:6][C:7]2[C:13]([C:14]([C@@H:16]3[CH2:21][CH2:20][CH2:19][N:18]([C:22]([O:24][C:25]([CH3:28])([CH3:27])[CH3:26])=[O:23])[CH2:17]3)=[O:15])=[CH:12][CH:11]=[CH:10][C:8]=2[CH:9]=1)([CH3:4])([CH3:3])[CH3:2]. Product: [C:1]([C:5]1[O:6][C:7]2[C:13]([C@:14]([C@@H:16]3[CH2:21][CH2:20][CH2:19][N:18]([C:22]([O:24][C:25]([CH3:28])([CH3:27])[CH3:26])=[O:23])[CH2:17]3)([OH:15])[CH2:10][CH2:8][CH2:9][CH2:5][O:6][CH3:7])=[CH:12][CH:11]=[CH:10][C:8]=2[CH:9]=1)([CH3:4])([CH3:2])[CH3:3]. (4) Reactant: [C:1](Cl)(=[O:4])[CH:2]=[CH2:3].[C:6]([NH:13][C@H:14]([C:20]([OH:22])=[O:21])[CH2:15][CH2:16][CH2:17][CH2:18][NH2:19])([O:8][C:9]([CH3:12])([CH3:11])[CH3:10])=[O:7]. Product: [C:9]([O:8][C:6]([NH:13][C@@H:14]([CH2:15][CH2:16][CH2:17][CH2:18][NH:19][C:1](=[O:4])[CH:2]=[CH2:3])[C:20]([OH:22])=[O:21])=[O:7])([CH3:12])([CH3:11])[CH3:10]. The catalyst class is: 464. (5) Reactant: [NH2:1][C:2]1[C:11]([N+:12]([O-])=O)=[C:10]([O:15][CH3:16])[CH:9]=[CH:8][C:3]=1[C:4]([O:6][CH3:7])=[O:5].[H][H]. Product: [NH2:1][C:2]1[C:11]([NH2:12])=[C:10]([O:15][CH3:16])[CH:9]=[CH:8][C:3]=1[C:4]([O:6][CH3:7])=[O:5]. The catalyst class is: 29. (6) Reactant: [NH2:1][C:2]1[C:11]([C:12]2[CH:17]=[CH:16][C:15]([NH2:18])=[CH:14][CH:13]=2)=[CH:10][C:5]([C:6]([O:8][CH3:9])=[O:7])=[CH:4][N:3]=1.[F:19][C:20]1[CH:25]=[CH:24][C:23]([C:26]([F:29])([F:28])[F:27])=[CH:22][C:21]=1[N:30]=[C:31]=[O:32]. Product: [NH2:1][C:2]1[N:3]=[CH:4][C:5]([C:6]([O:8][CH3:9])=[O:7])=[CH:10][C:11]=1[C:12]1[CH:17]=[CH:16][C:15]([NH:18][C:31](=[O:32])[NH:30][C:21]2[CH:22]=[C:23]([C:26]([F:28])([F:29])[F:27])[CH:24]=[CH:25][C:20]=2[F:19])=[CH:14][CH:13]=1. The catalyst class is: 1. (7) Reactant: [F:1][C:2]1[CH:7]=[CH:6][C:5]([C:8]2[N:9]=[C:10]3[N:14]([C:15]=2[C:16]2[CH:21]=[CH:20][N:19]=[C:18](SC)[N:17]=2)[CH:13]=[CH:12][O:11]3)=[CH:4][CH:3]=1.O[O:25][S:26]([O-:28])=O.[K+].S(OOS([O-])(=O)=O)([O-])(=O)=O.[K+].[K+].[CH3:42]O. Product: [F:1][C:2]1[CH:7]=[CH:6][C:5]([C:8]2[N:9]=[C:10]3[N:14]([C:15]=2[C:16]2[CH:21]=[CH:20][N:19]=[C:18]([S:26]([CH3:42])(=[O:28])=[O:25])[N:17]=2)[CH:13]=[CH:12][O:11]3)=[CH:4][CH:3]=1. The catalyst class is: 6.